Dataset: Peptide-MHC class II binding affinity with 134,281 pairs from IEDB. Task: Regression. Given a peptide amino acid sequence and an MHC pseudo amino acid sequence, predict their binding affinity value. This is MHC class II binding data. (1) The peptide sequence is ASLIYRRRLMKQDFS. The MHC is DRB4_0101 with pseudo-sequence DRB4_0103. The binding affinity (normalized) is 0. (2) The peptide sequence is YDKFLANVSTVLNGK. The MHC is DRB1_0404 with pseudo-sequence DRB1_0404. The binding affinity (normalized) is 0.783. (3) The peptide sequence is HLAEGKVDTGVAVSR. The MHC is DRB1_0801 with pseudo-sequence DRB1_0801. The binding affinity (normalized) is 0. (4) The peptide sequence is EKKYFAATQFEPRAA. The MHC is DRB1_1001 with pseudo-sequence DRB1_1001. The binding affinity (normalized) is 0.583.